Dataset: Reaction yield outcomes from USPTO patents with 853,638 reactions. Task: Predict the reaction yield, written as a fraction of the theoretical maximum amount of product (1.0 means a 100% yield; for example, 0.34 means a 34% yield). (1) The reactants are [C:1]([CH2:3][C:4]([OH:6])=O)#[N:2].[CH:7]1([NH2:13])[CH2:12][CH2:11][CH2:10][CH2:9][CH2:8]1.CCN=C=NCCCN(C)C. The catalyst is C(Cl)Cl. The product is [C:1]([CH2:3][C:4]([NH:13][CH:7]1[CH2:12][CH2:11][CH2:10][CH2:9][CH2:8]1)=[O:6])#[N:2]. The yield is 0.680. (2) The reactants are [OH:1][CH2:2][C:3]1[CH:13]=[CH:12][C:6]([O:7][CH2:8][CH:9]([OH:11])[CH3:10])=[CH:5][CH:4]=1.[C:14]([N:18]1[C:23](=[O:24])[C:22]([Cl:25])=[C:21](O)[CH:20]=[N:19]1)([CH3:17])([CH3:16])[CH3:15].C1C=CC(P(C2C=CC=CC=2)C2C=CC=CC=2)=CC=1.CC(OC(/N=N/C(OC(C)C)=O)=O)C. The catalyst is C1COCC1.O. The product is [C:14]([N:18]1[C:23](=[O:24])[C:22]([Cl:25])=[C:21]([O:1][CH2:2][C:3]2[CH:4]=[CH:5][C:6]([O:7][CH2:8][CH:9]([OH:11])[CH3:10])=[CH:12][CH:13]=2)[CH:20]=[N:19]1)([CH3:17])([CH3:15])[CH3:16]. The yield is 0.510.